This data is from Full USPTO retrosynthesis dataset with 1.9M reactions from patents (1976-2016). The task is: Predict the reactants needed to synthesize the given product. (1) Given the product [CH3:1][O:2][C:3](=[O:15])[C:4]1[CH:9]=[C:8]([C:17]#[CH:18])[C:7]([CH:11]([CH3:13])[CH3:12])=[CH:6][C:5]=1[NH2:14], predict the reactants needed to synthesize it. The reactants are: [CH3:1][O:2][C:3](=[O:15])[C:4]1[CH:9]=[C:8](I)[C:7]([CH:11]([CH3:13])[CH3:12])=[CH:6][C:5]=1[NH2:14].O1CCO[CH2:18][CH2:17]1. (2) Given the product [F:27][C:7]1[C:6]([NH:37][C:39]([NH:35][C:32]2[CH:33]=[N:34][C:29]([CH3:28])=[CH:30][CH:31]=2)=[O:40])=[C:25]([F:26])[CH:24]=[CH:23][C:8]=1[CH2:9][N:10]1[CH2:15][CH2:14][N:13]([C:16]([O:18][C:19]([CH3:22])([CH3:20])[CH3:21])=[O:17])[CH2:12][CH2:11]1, predict the reactants needed to synthesize it. The reactants are: N(C([C:6]1[C:7]([F:27])=[C:8]([CH:23]=[CH:24][C:25]=1[F:26])[CH2:9][N:10]1[CH2:15][CH2:14][N:13]([C:16]([O:18][C:19]([CH3:22])([CH3:21])[CH3:20])=[O:17])[CH2:12][CH2:11]1)=O)=[N+]=[N-].[CH3:28][C:29]1[N:34]=[CH:33][C:32]([NH2:35])=[CH:31][CH:30]=1.C[N:37]([CH:39]=[O:40])C. (3) Given the product [CH3:28][S:29]([O:1][CH2:2][CH:3]([NH:13][C:14]([O:15][C:16]([CH3:17])([CH3:19])[CH3:18])=[O:20])[C:4]1[CH:9]=[CH:8][CH:7]=[C:6]([N+:10]([O-:12])=[O:11])[CH:5]=1)(=[O:31])=[O:30], predict the reactants needed to synthesize it. The reactants are: [OH:1][CH2:2][CH:3]([NH:13][C:14](=[O:20])[O:15][C:16]([CH3:19])([CH3:18])[CH3:17])[C:4]1[CH:9]=[CH:8][CH:7]=[C:6]([N+:10]([O-:12])=[O:11])[CH:5]=1.C(N(CC)CC)C.[CH3:28][S:29](Cl)(=[O:31])=[O:30].C(=O)(O)[O-].[Na+]. (4) The reactants are: Cl[CH2:2][C@H:3]([CH3:15])[CH2:4][O:5][C:6]1[CH:11]=[C:10]([F:12])[C:9]([F:13])=[CH:8][C:7]=1[F:14].[CH3:16][CH:17]([CH3:33])[C:18]([NH:20][C:21]1[CH:26]=[CH:25][CH:24]=[C:23]([CH:27]2[CH2:32][CH2:31][NH:30][CH2:29][CH2:28]2)[CH:22]=1)=[O:19]. Given the product [CH3:16][CH:17]([CH3:33])[C:18]([NH:20][C:21]1[CH:26]=[CH:25][CH:24]=[C:23]([CH:27]2[CH2:32][CH2:31][N:30]([CH2:2][C@H:3]([CH3:15])[CH2:4][O:5][C:6]3[CH:11]=[C:10]([F:12])[C:9]([F:13])=[CH:8][C:7]=3[F:14])[CH2:29][CH2:28]2)[CH:22]=1)=[O:19], predict the reactants needed to synthesize it. (5) Given the product [NH2:20][C:18]1[N:17]=[CH:16][N:15]=[C:14]2[N:13]([C@@H:21]3[CH2:26][CH2:25][CH2:24][N:23]([C:36]([C:35](=[CH:39][CH:40]([CH3:42])[CH3:41])[C:33]#[N:34])=[O:37])[CH2:22]3)[N:12]=[C:11]([C:8]3[CH:9]=[CH:10][C:5]([O:4][C:3]4[CH:28]=[CH:29][CH:30]=[C:31]([F:32])[C:2]=4[F:1])=[CH:6][C:7]=3[F:27])[C:19]=12, predict the reactants needed to synthesize it. The reactants are: [F:1][C:2]1[C:31]([F:32])=[CH:30][CH:29]=[CH:28][C:3]=1[O:4][C:5]1[CH:10]=[CH:9][C:8]([C:11]2[C:19]3[C:14](=[N:15][CH:16]=[N:17][C:18]=3[NH2:20])[N:13]([C@@H:21]3[CH2:26][CH2:25][CH2:24][NH:23][CH2:22]3)[N:12]=2)=[C:7]([F:27])[CH:6]=1.[C:33]([C:35](=[CH:39][CH:40]([CH3:42])[CH3:41])[C:36](O)=[O:37])#[N:34].CCN(C(C)C)C(C)C.CN(C(ON1N=NC2C=CC=NC1=2)=[N+](C)C)C.F[P-](F)(F)(F)(F)F. (6) The reactants are: [NH:1]1[C:9]2[CH2:8][CH:7]([C:10]([O:12][CH3:13])=[O:11])[CH2:6][CH2:5][C:4]=2[CH:3]=[N:2]1.O1CCC[CH2:15]1.[H-].[Na+].IC. Given the product [CH3:15][N:1]1[C:9]2[CH2:8][CH:7]([C:10]([O:12][CH3:13])=[O:11])[CH2:6][CH2:5][C:4]=2[CH:3]=[N:2]1, predict the reactants needed to synthesize it. (7) Given the product [Cl:1][C:2]1[CH:3]=[CH:4][C:5]([C:8]2[C:15]([C:16]3[CH:17]=[CH:18][CH:19]=[CH:20][CH:21]=3)=[C:14]3[N:10]([C:9]=2[C:30]([O:31][CH2:32][C:38]2[CH:43]=[CH:42][CH:41]=[CH:40][CH:39]=2)=[O:29])[CH2:11][CH2:12][CH2:13]3)=[CH:6][CH:7]=1, predict the reactants needed to synthesize it. The reactants are: [Cl:1][C:2]1[CH:7]=[CH:6][C:5]([C:8]2[C:15]([C:16]3[CH:21]=[CH:20][CH:19]=[CH:18][CH:17]=3)=[C:14]3[N:10]([CH2:11][CH2:12][CH2:13]3)[CH:9]=2)=[CH:4][CH:3]=1.C(N(CC)CC)C.[O:29]=[C:30](Cl)[O:31][C:32](Cl)(Cl)Cl.C(O)[C:38]1[CH:43]=[CH:42][CH:41]=[CH:40][CH:39]=1. (8) Given the product [CH3:1][O:2][CH2:3][CH2:4][N:5]([CH3:24])[C:6]1[N:10]2[C:11]([C:20]([F:22])([F:21])[F:23])=[CH:12][CH:13]=[C:14]([C:15]([OH:17])=[O:16])[C:9]2=[N:8][N:7]=1, predict the reactants needed to synthesize it. The reactants are: [CH3:1][O:2][CH2:3][CH2:4][N:5]([CH3:24])[C:6]1[N:10]2[C:11]([C:20]([F:23])([F:22])[F:21])=[CH:12][CH:13]=[C:14]([C:15]([O:17]CC)=[O:16])[C:9]2=[N:8][N:7]=1.[OH-].[Na+].